This data is from Full USPTO retrosynthesis dataset with 1.9M reactions from patents (1976-2016). The task is: Predict the reactants needed to synthesize the given product. (1) Given the product [F:26][CH:27]([F:38])[O:28][C:29]1[CH:35]=[CH:34][C:32]([NH:33][C:2]2[C:11]3=[N:12][NH:13][CH:14]=[C:10]3[C:9]3[CH:8]=[C:7]([O:24][CH3:25])[CH:6]=[CH:5][C:4]=3[N:3]=2)=[CH:31][C:30]=1[O:36][CH3:37], predict the reactants needed to synthesize it. The reactants are: Cl[C:2]1[C:11]2=[N:12][N:13](CC3C=CC(OC)=CC=3)[CH:14]=[C:10]2[C:9]2[CH:8]=[C:7]([O:24][CH3:25])[CH:6]=[CH:5][C:4]=2[N:3]=1.[F:26][CH:27]([F:38])[O:28][C:29]1[CH:35]=[CH:34][C:32]([NH2:33])=[CH:31][C:30]=1[O:36][CH3:37].Cl. (2) Given the product [C:1]([NH:3][C:4]([NH2:6])=[NH:5])#[N:2].[Cl:7][C:8]1[CH:13]=[CH:12][C:11]([N:14]([C:40]#[N:39])[C:15]([NH:16][C:17]2[CH:22]=[CH:21][CH:20]=[C:19]([Cl:23])[C:18]=2[F:24])=[NH:45])=[C:10]([OH:25])[C:9]=1[S:33]([N:36]([CH3:38])[CH3:37])(=[O:34])=[O:35], predict the reactants needed to synthesize it. The reactants are: [C:1]([NH:3][C:4]([NH2:6])=[NH:5])#[N:2].[Cl:7][C:8]1[CH:13]=[CH:12][C:11]([N:14]=[C:15]=[N:16][C:17]2[CH:22]=[CH:21][CH:20]=[C:19]([Cl:23])[C:18]=2[F:24])=[C:10]([O:25][Si](C(C)(C)C)(C)C)[C:9]=1[S:33]([N:36]([CH3:38])[CH3:37])(=[O:35])=[O:34].[N:39]#[C:40]N.C([N:45](CC)C(C)C)(C)C.[F-].[Cs+]. (3) Given the product [C:45]([C:49]1[CH:50]=[CH:51][C:52]([CH2:53][N:54]([CH2:55][CH2:56][C:57]2[CH:62]=[C:61]([C:63]([F:66])([F:64])[F:65])[CH:60]=[C:59]([F:67])[CH:58]=2)[C:11]([C:9]2[CH:10]=[C:2]([Cl:1])[CH:3]=[C:4]3[C:8]=2[NH:7][CH:6]=[CH:5]3)=[O:13])=[CH:68][CH:69]=1)([CH3:48])([CH3:46])[CH3:47], predict the reactants needed to synthesize it. The reactants are: [Cl:1][C:2]1[CH:3]=[C:4]2[C:8](=[C:9]([C:11]([OH:13])=O)[CH:10]=1)[NH:7][CH:6]=[CH:5]2.CN(C(ON1N=NC2C=CC=CC1=2)=[N+](C)C)C.[B-](F)(F)(F)F.C(N(CC)C(C)C)(C)C.[C:45]([C:49]1[CH:69]=[CH:68][C:52]([CH2:53][NH:54][CH2:55][CH2:56][C:57]2[CH:62]=[C:61]([C:63]([F:66])([F:65])[F:64])[CH:60]=[C:59]([F:67])[CH:58]=2)=[CH:51][CH:50]=1)([CH3:48])([CH3:47])[CH3:46]. (4) Given the product [CH3:58][CH:56]1[CH2:57][N:52]([CH2:51][CH2:50][NH:1][C@:2]23[CH2:45][CH2:44][C@@H:43]([C:46]([CH3:48])=[CH2:47])[C@@H:3]2[C@@H:4]2[C@@:17]([CH3:20])([CH2:18][CH2:19]3)[C@@:16]3([CH3:21])[C@@H:7]([C@:8]4([CH3:42])[C@@H:13]([CH2:14][CH2:15]3)[C:12]([CH3:22])([CH3:23])[C:11]([C:24]3[CH2:29][CH2:28][C@@:27]([CH2:40][F:41])([C:30]([OH:32])=[O:31])[CH2:26][CH:25]=3)=[CH:10][CH2:9]4)[CH2:6][CH2:5]2)[CH2:53][CH:54]([CH3:61])[S:55]1(=[O:60])=[O:59], predict the reactants needed to synthesize it. The reactants are: [NH2:1][C@:2]12[CH2:45][CH2:44][C@@H:43]([C:46]([CH3:48])=[CH2:47])[C@@H:3]1[C@@H:4]1[C@@:17]([CH3:20])([CH2:18][CH2:19]2)[C@@:16]2([CH3:21])[C@@H:7]([C@:8]3([CH3:42])[C@@H:13]([CH2:14][CH2:15]2)[C:12]([CH3:23])([CH3:22])[C:11]([C:24]2[CH2:29][CH2:28][C@@:27]([CH2:40][F:41])([C:30]([O:32]CC4C=CC=CC=4)=[O:31])[CH2:26][CH:25]=2)=[CH:10][CH2:9]3)[CH2:6][CH2:5]1.Cl[CH2:50][CH2:51][N:52]1[CH2:57][CH:56]([CH3:58])[S:55](=[O:60])(=[O:59])[CH:54]([CH3:61])[CH2:53]1.[I-].[K+].P([O-])([O-])([O-])=O.[K+].[K+].[K+].[OH-].[Na+].